This data is from Full USPTO retrosynthesis dataset with 1.9M reactions from patents (1976-2016). The task is: Predict the reactants needed to synthesize the given product. (1) The reactants are: [Cl:1][C:2]1[CH:10]=[CH:9][C:5]([C:6]([OH:8])=[O:7])=[C:4]([OH:11])[CH:3]=1.C([O-])([O-])=O.[K+].[K+].[CH2:18](Br)[C:19]1[CH:24]=[CH:23][CH:22]=[CH:21][CH:20]=1. Given the product [CH2:18]([O:7][C:6](=[O:8])[C:5]1[CH:9]=[CH:10][C:2]([Cl:1])=[CH:3][C:4]=1[O:11][CH2:6][C:5]1[CH:9]=[CH:10][CH:2]=[CH:3][CH:4]=1)[C:19]1[CH:24]=[CH:23][CH:22]=[CH:21][CH:20]=1, predict the reactants needed to synthesize it. (2) Given the product [NH2:8][C:7]1[N:46]([C:36]2[C:37]([Cl:45])=[CH:38][C:39]([C:41]([F:42])([F:43])[F:44])=[CH:40][C:35]=2[Cl:34])[N:47]=[C:17]([O:24][CH2:25][CH3:26])[C:6]=1[C:4](=[O:5])[C:3]1[CH:9]=[C:10]([CH3:13])[CH:11]=[CH:12][C:2]=1[CH3:1], predict the reactants needed to synthesize it. The reactants are: [CH3:1][C:2]1[CH:12]=[CH:11][C:10]([CH3:13])=[CH:9][C:3]=1[C:4]([CH2:6][C:7]#[N:8])=[O:5].C(O[C:17]([O:24][CH2:25][CH3:26])(OCC)OCC)C.C(OC(=O)C)(=O)C.[Cl:34][C:35]1[CH:40]=[C:39]([C:41]([F:44])([F:43])[F:42])[CH:38]=[C:37]([Cl:45])[C:36]=1[NH:46][NH2:47].C(N(CC)CC)C. (3) Given the product [Cl:11][C:8]1[CH:9]=[CH:10][C:5]2[N:6]([CH:12]=[C:3]([CH2:2][NH2:13])[N:4]=2)[CH:7]=1, predict the reactants needed to synthesize it. The reactants are: Br[CH2:2][C:3]1[N:4]=[C:5]2[CH:10]=[CH:9][C:8]([Cl:11])=[CH:7][N:6]2[CH:12]=1.[NH3:13]. (4) Given the product [C:16]([O:20][C:21]([N:23]1[CH2:28][CH2:27][CH:26]([N:3]2[C:4]3[CH:9]=[CH:8][CH:7]=[CH:6][C:5]=3[N:1]=[C:2]2[C:10]2[C:11]([NH2:15])=[N:12][O:13][N:14]=2)[CH2:25][CH2:24]1)=[O:22])([CH3:19])([CH3:17])[CH3:18], predict the reactants needed to synthesize it. The reactants are: [NH:1]1[C:5]2[CH:6]=[CH:7][CH:8]=[CH:9][C:4]=2[N:3]=[C:2]1[C:10]1[C:11]([NH2:15])=[N:12][O:13][N:14]=1.[C:16]([O:20][C:21]([N:23]1[CH2:28][CH2:27][CH:26](O)[CH2:25][CH2:24]1)=[O:22])([CH3:19])([CH3:18])[CH3:17].C1(P(C2C=CC=CC=2)C2C=CC=CC=2)C=CC=CC=1.N(C(OCC)=O)=NC(OCC)=O. (5) Given the product [I:16][C:4]1[N:3]=[C:2]([CH3:1])[C:7]([OH:8])=[C:6]([CH3:9])[CH:5]=1, predict the reactants needed to synthesize it. The reactants are: [CH3:1][C:2]1[C:7]([OH:8])=[C:6]([CH3:9])[CH:5]=[CH:4][N:3]=1.C([O-])([O-])=O.[Na+].[Na+].[I:16]I.Cl. (6) Given the product [Cl:18][C:17]1[CH:16]=[CH:15][C:14]([O:19][C:2]2[CH:7]=[CH:6][C:5]([N+:8]([O-:10])=[O:9])=[CH:4][N:3]=2)=[CH:13][C:12]=1[NH2:11], predict the reactants needed to synthesize it. The reactants are: Cl[C:2]1[CH:7]=[CH:6][C:5]([N+:8]([O-:10])=[O:9])=[CH:4][N:3]=1.[NH2:11][C:12]1[CH:13]=[C:14]([OH:19])[CH:15]=[CH:16][C:17]=1[Cl:18].C(=O)([O-])[O-].[K+].[K+].C(OCC)(=O)C. (7) Given the product [CH2:18]([O:16][C:4]1[CH:5]=[C:6]2[C:11](=[CH:12][C:3]=1[O:2][CH3:1])[C:10]([CH3:13])=[N:9][C:8]([CH3:15])([CH3:14])[CH2:7]2)[C:19]1[CH:24]=[CH:23][CH:22]=[CH:21][CH:20]=1, predict the reactants needed to synthesize it. The reactants are: [CH3:1][O:2][C:3]1[CH:12]=[C:11]2[C:6]([CH2:7][C:8]([CH3:15])([CH3:14])[NH:9][CH:10]2[CH3:13])=[CH:5][C:4]=1[OH:16].[K].[CH2:18](Br)[C:19]1[CH:24]=[CH:23][CH:22]=[CH:21][CH:20]=1.O. (8) Given the product [Cl:1][C:2]1[CH:7]=[CH:6][N:5]=[C:4]2[NH:8][CH:9]=[C:10]([C:11]3[CH:12]=[CH:13][N:28]=[C:29]([NH2:31])[N:30]=3)[C:3]=12, predict the reactants needed to synthesize it. The reactants are: [Cl:1][C:2]1[CH:7]=[CH:6][N:5]=[C:4]2[N:8](S(C3C=CC=CC=3)(=O)=O)[CH:9]=[C:10]([C:11](=O)/[CH:12]=[CH:13]/N(C)C)[C:3]=12.Cl.[NH2:28][C:29]([NH2:31])=[NH:30].C(=O)([O-])[O-].[K+].[K+].